From a dataset of Full USPTO retrosynthesis dataset with 1.9M reactions from patents (1976-2016). Predict the reactants needed to synthesize the given product. (1) Given the product [CH3:1][O:2][C:3](=[O:17])[C:4]([O:7][C:8]1[CH:13]=[CH:12][C:11]([O:15][CH2:20][CH2:19][Br:18])=[CH:10][C:9]=1[CH3:16])([CH3:5])[CH3:6], predict the reactants needed to synthesize it. The reactants are: [CH3:1][O:2][C:3](=[O:17])[C:4]([O:7][C:8]1[CH:13]=[C:12](C)[C:11]([OH:15])=[CH:10][C:9]=1[CH3:16])([CH3:6])[CH3:5].[Br:18][CH2:19][CH2:20]Br.C([O-])([O-])=O.[Cs+].[Cs+]. (2) Given the product [C:1]([O:5][C:6]([N:8]1[CH2:13][CH2:12][CH:11]([C:14]2[C:23]3[C:18](=[CH:19][C:20]([O:24][CH2:25][CH2:26][O:27][S:38]([CH3:37])(=[O:40])=[O:39])=[CH:21][CH:22]=3)[N:17]=[CH:16][N:15]=2)[CH2:10][CH2:9]1)=[O:7])([CH3:4])([CH3:3])[CH3:2], predict the reactants needed to synthesize it. The reactants are: [C:1]([O:5][C:6]([N:8]1[CH2:13][CH2:12][CH:11]([C:14]2[C:23]3[C:18](=[CH:19][C:20]([O:24][CH2:25][CH2:26][OH:27])=[CH:21][CH:22]=3)[N:17]=[CH:16][N:15]=2)[CH2:10][CH2:9]1)=[O:7])([CH3:4])([CH3:3])[CH3:2].CCN(C(C)C)C(C)C.[CH3:37][S:38](Cl)(=[O:40])=[O:39]. (3) Given the product [F:10][CH2:9][C@@H:8]([CH3:11])[CH2:7][N:27]1[C:15]([CH3:40])([CH3:14])[CH2:16][C:17]2[C:25]3[C:20](=[CH:21][CH:22]=[CH:23][CH:24]=3)[NH:19][C:18]=2[CH:26]1[C:28]1[CH:29]=[CH:30][C:31](/[CH:34]=[CH:35]/[C:36]([O:38][CH3:39])=[O:37])=[CH:32][CH:33]=1, predict the reactants needed to synthesize it. The reactants are: FC(F)(F)S(O[CH2:7][C@H:8]([CH3:11])[CH2:9][F:10])(=O)=O.[CH3:14][C:15]1([CH3:40])[NH:27][CH:26]([C:28]2[CH:33]=[CH:32][C:31](/[CH:34]=[CH:35]/[C:36]([O:38][CH3:39])=[O:37])=[CH:30][CH:29]=2)[C:18]2[NH:19][C:20]3[C:25]([C:17]=2[CH2:16]1)=[CH:24][CH:23]=[CH:22][CH:21]=3.C(N(C(C)C)C(C)C)C. (4) Given the product [CH3:1][C:2]1[C:10]([O:11][C@H:12]2[CH2:17][CH2:16][CH2:15][C@@H:14]([N:18]3[CH2:30][CH2:29][O:28][CH2:27][CH2:26]3)[CH2:13]2)=[CH:9][CH:8]=[C:7]2[C:3]=1[CH:4]=[N:5][N:6]2[CH:19]1[CH2:24][CH2:23][CH2:22][CH2:21][O:20]1, predict the reactants needed to synthesize it. The reactants are: [CH3:1][C:2]1[C:10]([O:11][C@@H:12]2[CH2:17][CH2:16][CH2:15][C@H:14]([NH2:18])[CH2:13]2)=[CH:9][CH:8]=[C:7]2[C:3]=1[CH:4]=[N:5][N:6]2[CH:19]1[CH2:24][CH2:23][CH2:22][CH2:21][O:20]1.Br[CH2:26][CH2:27][O:28][CH2:29][CH2:30]Br.C(=O)([O-])[O-].[K+].[K+].[OH-].[Na+]. (5) The reactants are: Br[C:2]1[N:7]=[C:6]([C:8]2[N:12]3[CH:13]=[CH:14][C:15]([C:17]([CH3:27])([O:19][Si:20]([CH2:25][CH3:26])([CH2:23][CH3:24])[CH2:21][CH3:22])[CH3:18])=[N:16][C:11]3=[N:10][CH:9]=2)[CH:5]=[CH:4][CH:3]=1.CC1(C)C(C)(C)OB([C:36]2[CH:43]=[CH:42][CH:41]=[CH:40][C:37]=2[C:38]#[N:39])O1. Given the product [CH3:18][C:17]([C:15]1[CH:14]=[CH:13][N:12]2[C:8]([C:6]3[N:7]=[C:2]([C:36]4[CH:43]=[CH:42][CH:41]=[CH:40][C:37]=4[C:38]#[N:39])[CH:3]=[CH:4][CH:5]=3)=[CH:9][N:10]=[C:11]2[N:16]=1)([O:19][Si:20]([CH2:25][CH3:26])([CH2:23][CH3:24])[CH2:21][CH3:22])[CH3:27], predict the reactants needed to synthesize it.